From a dataset of Catalyst prediction with 721,799 reactions and 888 catalyst types from USPTO. Predict which catalyst facilitates the given reaction. The catalyst class is: 5. Product: [CH3:23][N:24]([CH3:28])[CH2:25][CH2:26][N:27]1[C:7]2[C@@:8]([CH3:12])([C@H:9]3[CH2:10][CH2:11][C@@:2]4([CH3:1])[C@@H:3]([CH2:19][CH2:20][C:21]4=[O:22])[C@@H:4]3[CH2:5][CH:6]=2)[CH2:13][CH2:14][C:15]1=[O:16]. Reactant: [CH3:1][C@@:2]12[C:21](=[O:22])[CH2:20][CH2:19][C@H:3]1[C@H:4]1[C@H:9]([CH2:10][CH2:11]2)[C@:8]([CH2:13][CH2:14][C:15](O)=[O:16])([CH3:12])[C:7](=O)[CH2:6][CH2:5]1.[CH3:23][N:24]([CH3:28])[CH2:25][CH2:26][NH2:27].